Dataset: Full USPTO retrosynthesis dataset with 1.9M reactions from patents (1976-2016). Task: Predict the reactants needed to synthesize the given product. (1) Given the product [Br:5][C:6]1[CH:11]=[C:10]([F:12])[C:9]([N+:1]([O-:4])=[O:2])=[CH:8][C:7]=1[CH2:13][C:14]([OH:16])=[O:15], predict the reactants needed to synthesize it. The reactants are: [N+:1]([O-:4])(O)=[O:2].[Br:5][C:6]1[CH:11]=[C:10]([F:12])[CH:9]=[CH:8][C:7]=1[CH2:13][C:14]([OH:16])=[O:15]. (2) Given the product [O:31]=[C:29]1[CH2:28][S:25][C:26]([N:16]2[CH2:15][CH2:14][CH:13]([C:10]3[CH:11]=[CH:12][C:7]([N:6]4[CH2:5][C@H:4]([CH2:20][NH:21][C:22](=[O:24])[CH3:23])[O:3][C:2]4=[O:1])=[CH:8][C:9]=3[F:19])[CH2:18][CH2:17]2)=[N:27]1, predict the reactants needed to synthesize it. The reactants are: [O:1]=[C:2]1[N:6]([C:7]2[CH:12]=[CH:11][C:10]([CH:13]3[CH2:18][CH2:17][NH:16][CH2:15][CH2:14]3)=[C:9]([F:19])[CH:8]=2)[CH2:5][C@H:4]([CH2:20][NH:21][C:22](=[O:24])[CH3:23])[O:3]1.[S:25]([CH2:28][C:29]([O:31]C)=O)[C:26]#[N:27].C(O)(=O)C. (3) Given the product [Cl:25][C:26]1[N:27]=[C:28]2[N:36]([CH:37]3[CH2:38][CH2:39][O:40][CH2:41][CH2:42]3)[C:6](=[O:15])[NH:3][C:29]2=[CH:33][C:34]=1[F:35], predict the reactants needed to synthesize it. The reactants are: C([N:3]([CH2:6]C)CC)C.C1(P(N=[N+]=[N-])(C2C=CC=CC=2)=[O:15])C=CC=CC=1.[Cl:25][C:26]1[C:34]([F:35])=[CH:33][C:29](C(O)=O)=[C:28]([NH:36][CH:37]2[CH2:42][CH2:41][O:40][CH2:39][CH2:38]2)[N:27]=1. (4) Given the product [CH3:34][C:35]1([C:41]2[CH:42]=[C:43]([NH:47][S:48]([CH3:51])(=[O:50])=[O:49])[CH:44]=[CH:45][CH:46]=2)[CH:40]2[CH:36]1[CH2:37][N:38]([C:52](=[O:53])[CH2:10][CH2:6][C:3]1[CH:4]=[CH:5][S:1][CH:2]=1)[CH2:39]2, predict the reactants needed to synthesize it. The reactants are: [S:1]1[CH:5]=[CH:4][C:3]([CH:6]([CH3:10])C(O)=O)=[CH:2]1.O.ON1C2C=CC=CC=2N=N1.Cl.CN(C)CCCN=C=NCC.[CH3:34][C:35]1([C:41]2[CH:42]=[C:43]([NH:47][S:48]([CH3:51])(=[O:50])=[O:49])[CH:44]=[CH:45][CH:46]=2)[CH:40]2[CH:36]1[CH2:37][NH:38][CH2:39]2.[C:52](=O)([O-])[OH:53].[Na+]. (5) Given the product [Cl:9][C:10]1[CH:11]=[CH:12][C:13]([C:16]2([C:21]([N:1]3[CH2:6][CH2:5][CH2:4][CH:3]([CH2:7][OH:8])[CH2:2]3)=[O:22])[CH2:20][CH2:19][CH2:18][CH2:17]2)=[CH:14][CH:15]=1, predict the reactants needed to synthesize it. The reactants are: [NH:1]1[CH2:6][CH2:5][CH2:4][CH:3]([CH2:7][OH:8])[CH2:2]1.[Cl:9][C:10]1[CH:15]=[CH:14][C:13]([C:16]2([C:21](O)=[O:22])[CH2:20][CH2:19][CH2:18][CH2:17]2)=[CH:12][CH:11]=1.C(N(C(C)C)CC)(C)C.C1CN([P+](Br)(N2CCCC2)N2CCCC2)CC1.F[P-](F)(F)(F)(F)F.